Predict which catalyst facilitates the given reaction. From a dataset of Catalyst prediction with 721,799 reactions and 888 catalyst types from USPTO. (1) Reactant: [Br:1][C:2]1[CH:8]=[C:7]([CH2:9][CH3:10])[C:5](N)=[C:4]([CH2:11][CH3:12])[CH:3]=1.S(=O)(=O)(O)O.N([O-])=O.[Na+].[I-:22].[K+]. Product: [Br:1][C:2]1[CH:8]=[C:7]([CH2:9][CH3:10])[C:5]([I:22])=[C:4]([CH2:11][CH3:12])[CH:3]=1. The catalyst class is: 6. (2) Reactant: CS([O:5][CH2:6][CH2:7][C@@H:8]1[CH2:13][N:12]([C:14]([O:16][CH2:17][C:18]2[CH:23]=[CH:22][CH:21]=[CH:20][CH:19]=2)=[O:15])[CH2:11][CH2:10][N:9]1[C:24]([O:26][C:27]([CH3:30])([CH3:29])[CH3:28])=[O:25])(=O)=O.O[C:32]1[CH:41]=[CH:40][C:35]([C:36]([O:38][CH3:39])=[O:37])=[CH:34][CH:33]=1.C(=O)([O-])[O-].[K+].[K+].[I-].[K+].C(=O)([O-])O.[Na+]. Product: [CH3:39][O:38][C:36]([C:35]1[CH:40]=[CH:41][C:32]([O:5][CH2:6][CH2:7][C@@H:8]2[CH2:13][N:12]([C:14]([O:16][CH2:17][C:18]3[CH:23]=[CH:22][CH:21]=[CH:20][CH:19]=3)=[O:15])[CH2:11][CH2:10][N:9]2[C:24]([O:26][C:27]([CH3:30])([CH3:29])[CH3:28])=[O:25])=[CH:33][CH:34]=1)=[O:37]. The catalyst class is: 3. (3) Reactant: Cl.[C:2]([O:6][C:7](=[O:21])[NH:8][C:9]1([C:12](=[O:20])[NH:13][C:14]2([C:17](=[NH:19])[NH2:18])[CH2:16][CH2:15]2)[CH2:11][CH2:10]1)([CH3:5])([CH3:4])[CH3:3].CN(C)[CH:24]=[C:25]([I:28])[CH:26]=O.CNC.C1COCC1. Product: [C:2]([O:6][C:7](=[O:21])[NH:8][C:9]1([C:12](=[O:20])[NH:13][C:14]2([C:17]3[N:18]=[CH:26][C:25]([I:28])=[CH:24][N:19]=3)[CH2:16][CH2:15]2)[CH2:10][CH2:11]1)([CH3:5])([CH3:3])[CH3:4]. The catalyst class is: 863. (4) Reactant: [CH3:1][O:2][C:3](=[O:19])[CH2:4][CH2:5][CH:6]1[CH2:11][CH2:10][N:9]([C:12]([O:14][C:15]([CH3:18])([CH3:17])[CH3:16])=[O:13])[CH2:8][CH2:7]1.[CH3:20][Si]([N-][Si](C)(C)C)(C)C.[Na+].CI. Product: [CH3:1][O:2][C:3](=[O:19])[CH:4]([CH3:20])[CH2:5][CH:6]1[CH2:11][CH2:10][N:9]([C:12]([O:14][C:15]([CH3:16])([CH3:18])[CH3:17])=[O:13])[CH2:8][CH2:7]1. The catalyst class is: 7. (5) Reactant: C1(C)C=CC=CC=1.C(=O)([O-])O.[Na+].I[C:14]1[C:19]([O:20][C:21]2[C:30]3[C:25](=[CH:26][C:27]([O:33][CH3:34])=[C:28]([O:31][CH3:32])[CH:29]=3)[N:24]=[CH:23][CH:22]=2)=[CH:18][CH:17]=[C:16]([CH3:35])[N:15]=1.[NH2:36][C:37]1[CH:38]=[C:39](B(O)O)[CH:40]=[CH:41][CH:42]=1. Product: [CH3:32][O:31][C:28]1[CH:29]=[C:30]2[C:25](=[CH:26][C:27]=1[O:33][CH3:34])[N:24]=[CH:23][CH:22]=[C:21]2[O:20][C:19]1[C:14]([C:41]2[CH:42]=[C:37]([NH2:36])[CH:38]=[CH:39][CH:40]=2)=[N:15][C:16]([CH3:35])=[CH:17][CH:18]=1. The catalyst class is: 145. (6) Reactant: [CH3:1][O:2][C:3]([C:5]1[N:6]([CH:10]2[C:19]3[C:14](=[CH:15][CH:16]=[CH:17][CH:18]=3)[C:13](=[O:20])[CH2:12][C:11]2([CH3:22])[CH3:21])[CH:7]=[N:8][CH:9]=1)=[O:4].[CH3:23][Al](C)C.C[Zn]C.CCCCCCC. Product: [CH3:1][O:2][C:3]([C:5]1[N:6]([CH:10]2[C:19]3[C:14](=[CH:15][CH:16]=[CH:17][CH:18]=3)[C:13]([OH:20])([CH3:23])[CH2:12][C:11]2([CH3:22])[CH3:21])[CH:7]=[N:8][CH:9]=1)=[O:4]. The catalyst class is: 11. (7) Reactant: Cl.Cl.[NH:3]1[CH2:8][CH2:7][CH:6]([N:9]2[C:17]3[C:12](=[N:13][CH:14]=[CH:15][CH:16]=3)[NH:11][C:10]2=[O:18])[CH2:5][CH2:4]1.Cl[C:20]1[N:25]=[C:24]([C:26]([N:28]2[C:36]3[C:31](=[CH:32][C:33]([F:37])=[CH:34][CH:35]=3)[CH2:30][CH2:29]2)=[O:27])[CH:23]=[N:22][CH:21]=1.CCN(C(C)C)C(C)C.O. Product: [F:37][C:33]1[CH:32]=[C:31]2[C:36](=[CH:35][CH:34]=1)[N:28]([C:26]([C:24]1[N:25]=[C:20]([N:3]3[CH2:4][CH2:5][CH:6]([N:9]4[C:17]5[C:12](=[N:13][CH:14]=[CH:15][CH:16]=5)[NH:11][C:10]4=[O:18])[CH2:7][CH2:8]3)[CH:21]=[N:22][CH:23]=1)=[O:27])[CH2:29][CH2:30]2. The catalyst class is: 3.